Dataset: NCI-60 drug combinations with 297,098 pairs across 59 cell lines. Task: Regression. Given two drug SMILES strings and cell line genomic features, predict the synergy score measuring deviation from expected non-interaction effect. Drug 1: CC1C(C(CC(O1)OC2CC(CC3=C2C(=C4C(=C3O)C(=O)C5=C(C4=O)C(=CC=C5)OC)O)(C(=O)C)O)N)O.Cl. Drug 2: CC(C)(C#N)C1=CC(=CC(=C1)CN2C=NC=N2)C(C)(C)C#N. Cell line: CAKI-1. Synergy scores: CSS=28.3, Synergy_ZIP=-10.4, Synergy_Bliss=-6.38, Synergy_Loewe=-7.36, Synergy_HSA=-4.05.